Dataset: Catalyst prediction with 721,799 reactions and 888 catalyst types from USPTO. Task: Predict which catalyst facilitates the given reaction. (1) Reactant: C([O:8][C:9]([CH:11]1[CH2:15][CH2:14][CH2:13][N:12]1[CH2:16][CH2:17][CH3:18])=[O:10])C1C=CC=CC=1. Product: [CH2:16]([N:12]1[CH2:13][CH2:14][CH2:15][C@H:11]1[C:9]([OH:10])=[O:8])[CH2:17][CH3:18]. The catalyst class is: 19. (2) Reactant: [Cl:1][C:2]1[CH:23]=[CH:22][C:5]([O:6][C:7]2[CH:8]=[C:9]([CH:18]([OH:21])[CH2:19][CH3:20])[CH:10]=[CH:11][C:12]=2[CH:13](OC)[O:14]C)=[C:4]([CH3:24])[C:3]=1[CH3:25].Cl. Product: [Cl:1][C:2]1[CH:23]=[CH:22][C:5]([O:6][C:7]2[CH:8]=[C:9]([CH:18]([OH:21])[CH2:19][CH3:20])[CH:10]=[CH:11][C:12]=2[CH:13]=[O:14])=[C:4]([CH3:24])[C:3]=1[CH3:25]. The catalyst class is: 20. (3) Reactant: [NH2:1][C:2]1[C:3]2[C:10]([I:11])=[CH:9][N:8]([CH:12]3[CH2:15][C:14]([CH2:17][NH2:18])([OH:16])[CH2:13]3)[C:4]=2[N:5]=[CH:6][N:7]=1.C1N=CN([C:24](N2C=NC=C2)=[O:25])C=1. Product: [NH2:1][C:2]1[C:3]2[C:10]([I:11])=[CH:9][N:8]([CH:12]3[CH2:15][C:14]4([CH2:17][NH:18][C:24](=[O:25])[O:16]4)[CH2:13]3)[C:4]=2[N:5]=[CH:6][N:7]=1. The catalyst class is: 118. (4) Reactant: [Cl:1][C:2]1[CH:3]=[C:4]([NH:13][CH2:14][CH:15]2[CH2:20][CH2:19][O:18][CH2:17][CH2:16]2)[C:5]([CH3:12])=[C:6]([CH:11]=1)[C:7]([O:9][CH3:10])=[O:8].[C:21](=O)([O-])[O-].[Cs+].[Cs+].CI. Product: [Cl:1][C:2]1[CH:3]=[C:4]([N:13]([CH3:21])[CH2:14][CH:15]2[CH2:20][CH2:19][O:18][CH2:17][CH2:16]2)[C:5]([CH3:12])=[C:6]([CH:11]=1)[C:7]([O:9][CH3:10])=[O:8]. The catalyst class is: 10. (5) Reactant: [OH:1][CH2:2][C@H:3]([CH2:16][CH2:17][O:18][Si:19]([C:32]([CH3:35])([CH3:34])[CH3:33])([C:26]1[CH:31]=[CH:30][CH:29]=[CH:28][CH:27]=1)[C:20]1[CH:25]=[CH:24][CH:23]=[CH:22][CH:21]=1)[CH2:4][N:5]1[CH:13]=[N:12][C:11]2[C:10](=[O:14])[NH:9][C:8]([NH2:15])=[N:7][C:6]1=2.[C:36](Cl)(=[O:54])[CH2:37][CH2:38][CH2:39][CH2:40][CH2:41][CH2:42][CH2:43][CH2:44][CH2:45][CH2:46][CH2:47][CH2:48][CH2:49][CH2:50][CH2:51][CH2:52][CH3:53].CO.C(=O)([O-])O.[Na+]. Product: [C:36]([O:1][CH2:2][C@H:3]([CH2:16][CH2:17][O:18][Si:19]([C:32]([CH3:35])([CH3:34])[CH3:33])([C:26]1[CH:27]=[CH:28][CH:29]=[CH:30][CH:31]=1)[C:20]1[CH:21]=[CH:22][CH:23]=[CH:24][CH:25]=1)[CH2:4][N:5]1[CH:13]=[N:12][C:11]2[C:10](=[O:14])[NH:9][C:8]([NH2:15])=[N:7][C:6]1=2)(=[O:54])[CH2:37][CH2:38][CH2:39][CH2:40][CH2:41][CH2:42][CH2:43][CH2:44][CH2:45][CH2:46][CH2:47][CH2:48][CH2:49][CH2:50][CH2:51][CH2:52][CH3:53]. The catalyst class is: 529.